Dataset: Forward reaction prediction with 1.9M reactions from USPTO patents (1976-2016). Task: Predict the product of the given reaction. (1) Given the reactants [O:1]1[C:5]2([CH2:10][CH2:9][O:8][CH2:7][CH2:6]2)[CH2:4][C:3]([C:11]([OH:13])=O)=[N:2]1.C(Cl)(=O)C(Cl)=O.[F:20][C:21]1[CH:26]=[CH:25][CH:24]=[CH:23][C:22]=1[C:27]1[CH:32]=[CH:31][C:30]([NH2:33])=[C:29]([N+:34]([O-:36])=[O:35])[CH:28]=1.[H-].[Na+], predict the reaction product. The product is: [F:20][C:21]1[CH:26]=[CH:25][CH:24]=[CH:23][C:22]=1[C:27]1[CH:32]=[CH:31][C:30]([NH:33][C:11]([C:3]2[CH2:4][C:5]3([CH2:6][CH2:7][O:8][CH2:9][CH2:10]3)[O:1][N:2]=2)=[O:13])=[C:29]([N+:34]([O-:36])=[O:35])[CH:28]=1. (2) Given the reactants F[C:2](F)(F)[C:3]([O-])=O.[Cl:8][C:9]1[CH:14]=[CH:13][CH:12]=[CH:11][C:10]=1[C@H:15]([NH2:17])[CH3:16].[S:18]1[CH:22]=[CH:21][N:20]=[C:19]1[N:23]1[CH:27]=[CH:26][CH:25]=[C:24]1[CH:28]=O, predict the reaction product. The product is: [Cl:8][C:9]1[CH:14]=[CH:13][CH:12]=[CH:11][C:10]=1[C@H:15]([N:17]([CH2:28][C:24]1[N:23]([C:19]2[S:18][CH:2]=[CH:3][N:20]=2)[CH:27]=[CH:26][CH:25]=1)[CH2:28][C:24]1[N:23]([C:19]2[S:18][CH:22]=[CH:21][N:20]=2)[CH:27]=[CH:26][CH:25]=1)[CH3:16]. (3) Given the reactants [ClH:1].[NH:2]1[C@@H:10]2[C@H:5]([CH2:6][CH2:7][CH2:8][CH2:9]2)[CH2:4][C@H:3]1[C:11]([O:13]CC)=[O:12].Cl, predict the reaction product. The product is: [ClH:1].[NH:2]1[C@@H:10]2[C@H:5]([CH2:6][CH2:7][CH2:8][CH2:9]2)[CH2:4][C@H:3]1[C:11]([OH:13])=[O:12]. (4) Given the reactants [C:1]([O:5][C:6](=[O:20])[CH2:7][O:8][C:9]1[C:18]2[CH2:17][CH2:16][CH2:15][C@@H:14]([NH2:19])[C:13]=2[CH:12]=[CH:11][CH:10]=1)([CH3:4])([CH3:3])[CH3:2].[I:21][C:22]1[CH:27]=[CH:26][C:25]([S:28](Cl)(=[O:30])=[O:29])=[CH:24][CH:23]=1, predict the reaction product. The product is: [C:1]([O:5][C:6](=[O:20])[CH2:7][O:8][C:9]1[C:18]2[CH2:17][CH2:16][CH2:15][C@@H:14]([NH:19][S:28]([C:25]3[CH:26]=[CH:27][C:22]([I:21])=[CH:23][CH:24]=3)(=[O:30])=[O:29])[C:13]=2[CH:12]=[CH:11][CH:10]=1)([CH3:4])([CH3:2])[CH3:3]. (5) Given the reactants [CH3:1][C:2]1[CH:11]=[C:10]([CH3:12])[CH:9]=[C:8]2[C:3]=1[CH2:4][CH2:5][CH2:6][C:7]2=O.Cl.[NH2:15][OH:16].CO.C([O-])(=O)C.[Na+], predict the reaction product. The product is: [CH3:1][C:2]1[CH:11]=[C:10]([CH3:12])[CH:9]=[C:8]2[C:3]=1[CH2:4][CH2:5][CH2:6][C:7]2=[N:15][OH:16]. (6) Given the reactants [C:1](=[O:4])([O-])[O-].[K+].[K+].S([O:12][CH3:13])(OC)(=O)=O.CC(C)=O.[CH3:18][O:19][C:20]1[CH:25]=[C:24](O)[CH:23]=[C:22]([O:27][CH3:28])[C:21]=1O, predict the reaction product. The product is: [CH3:18][O:19][C:20]1[CH:21]=[C:22]([O:27][CH3:28])[CH:23]=[C:24]([O:12][CH3:13])[C:25]=1[O:4][CH3:1]. (7) Given the reactants [C:1]([O:4][C@@H:5]1[C@@H:10]([O:11][C:12](=[O:14])[CH3:13])[C@@H:9]([O:15][C:16](=[O:18])[CH3:17])[C@@H:8]([CH2:19][O:20][C:21](=[O:23])[CH3:22])[O:7][C@@H:6]1Br)(=[O:3])[CH3:2].[OH:25][C:26]1[CH:33]=[CH:32][CH:31]=[CH:30][C:27]=1[CH:28]=[O:29].[OH-].[Na+], predict the reaction product. The product is: [C:16]([O:15][C@@H:9]1[C@H:10]([O:11][C:12](=[O:14])[CH3:13])[C@@H:5]([O:4][C:1](=[O:3])[CH3:2])[C@@H:6]([O:25][C:26]2[CH:33]=[CH:32][CH:31]=[CH:30][C:27]=2[CH:28]=[O:29])[O:7][C@@H:8]1[CH2:19][O:20][C:21](=[O:23])[CH3:22])(=[O:18])[CH3:17].